This data is from Peptide-MHC class I binding affinity with 185,985 pairs from IEDB/IMGT. The task is: Regression. Given a peptide amino acid sequence and an MHC pseudo amino acid sequence, predict their binding affinity value. This is MHC class I binding data. (1) The peptide sequence is AYHPQQFIY. The MHC is HLA-B07:02 with pseudo-sequence HLA-B07:02. The binding affinity (normalized) is 0. (2) The peptide sequence is SAICSVVRRA. The MHC is Patr-A0101 with pseudo-sequence Patr-A0101. The binding affinity (normalized) is 0. (3) The peptide sequence is SIQFFGERA. The MHC is H-2-Kb with pseudo-sequence H-2-Kb. The binding affinity (normalized) is 0.233. (4) The peptide sequence is AENDIVEAL. The MHC is HLA-B18:01 with pseudo-sequence HLA-B18:01. The binding affinity (normalized) is 0.141. (5) The peptide sequence is YQAFRTKVH. The MHC is HLA-B08:01 with pseudo-sequence HLA-B08:01. The binding affinity (normalized) is 0.0847. (6) The peptide sequence is LTAPCDIYV. The MHC is HLA-B15:01 with pseudo-sequence HLA-B15:01. The binding affinity (normalized) is 0.0847.